This data is from NCI-60 drug combinations with 297,098 pairs across 59 cell lines. The task is: Regression. Given two drug SMILES strings and cell line genomic features, predict the synergy score measuring deviation from expected non-interaction effect. (1) Drug 1: C1=CN(C=N1)CC(O)(P(=O)(O)O)P(=O)(O)O. Drug 2: C1CN1C2=NC(=NC(=N2)N3CC3)N4CC4. Cell line: SN12C. Synergy scores: CSS=21.0, Synergy_ZIP=-4.30, Synergy_Bliss=-0.880, Synergy_Loewe=-9.97, Synergy_HSA=0.289. (2) Drug 1: C1CNP(=O)(OC1)N(CCCl)CCCl. Drug 2: CC1C(C(CC(O1)OC2CC(CC3=C2C(=C4C(=C3O)C(=O)C5=CC=CC=C5C4=O)O)(C(=O)C)O)N)O. Cell line: SN12C. Synergy scores: CSS=36.1, Synergy_ZIP=2.02, Synergy_Bliss=2.20, Synergy_Loewe=-45.3, Synergy_HSA=0.651.